From a dataset of Peptide-MHC class II binding affinity with 134,281 pairs from IEDB. Regression. Given a peptide amino acid sequence and an MHC pseudo amino acid sequence, predict their binding affinity value. This is MHC class II binding data. The peptide sequence is KELLNRIQVDSSNPLSEKEK. The MHC is DRB1_1301 with pseudo-sequence DRB1_1301. The binding affinity (normalized) is 0.312.